Dataset: Catalyst prediction with 721,799 reactions and 888 catalyst types from USPTO. Task: Predict which catalyst facilitates the given reaction. (1) Reactant: Cl.C(OC(=O)[NH:8][C:9]1[CH:14]=[CH:13][CH:12]=[CH:11][C:10]=1[NH:15][C:16](=[O:35])/[CH:17]=[CH:18]/[C:19]1[CH:20]=[N:21][N:22]([CH2:24][CH2:25][O:26][C:27]2[CH:32]=[C:31]([F:33])[CH:30]=[C:29]([Cl:34])[CH:28]=2)[CH:23]=1)(C)(C)C. Product: [NH2:8][C:9]1[CH:14]=[CH:13][CH:12]=[CH:11][C:10]=1[NH:15][C:16](=[O:35])/[CH:17]=[CH:18]/[C:19]1[CH:20]=[N:21][N:22]([CH2:24][CH2:25][O:26][C:27]2[CH:32]=[C:31]([F:33])[CH:30]=[C:29]([Cl:34])[CH:28]=2)[CH:23]=1. The catalyst class is: 225. (2) Reactant: [CH3:1][O:2][C:3](=[O:18])[CH2:4][C:5]1[C:13]2[C:8](=[CH:9][CH:10]=[CH:11][CH:12]=2)[N:7]([C:14]([O:16][CH3:17])=[O:15])[CH:6]=1.CN(C)P(=O)(N(C)C)N(C)C.C([N-]C(C)C)(C)C.[Li+].C1CCCCC1.[C:44]([O:48][C:49]([NH:51][CH2:52][CH2:53][CH2:54][CH2:55]I)=[O:50])([CH3:47])([CH3:46])[CH3:45]. Product: [CH3:1][O:2][C:3](=[O:18])[CH:4]([CH2:55][CH2:54][CH2:53][CH2:52][NH:51][C:49]([O:48][C:44]([CH3:45])([CH3:47])[CH3:46])=[O:50])[C:5]1[C:13]2[C:8](=[CH:9][CH:10]=[CH:11][CH:12]=2)[N:7]([C:14]([O:16][CH3:17])=[O:15])[CH:6]=1. The catalyst class is: 7. (3) Reactant: [CH3:1][C:2]1[C:7]([Br:8])=[CH:6][CH:5]=[CH:4][C:3]=1[N:9]1[C:13](=[O:14])[N:12]([CH3:15])[N:11]=[N:10]1.N(C1(C#N)CCCCC1)=NC1(C#N)CCCCC1.[Br:34]N1C(=O)CCC1=O.ClC1C=CC=CC=1. Product: [Br:34][CH2:1][C:2]1[C:7]([Br:8])=[CH:6][CH:5]=[CH:4][C:3]=1[N:9]1[C:13](=[O:14])[N:12]([CH3:15])[N:11]=[N:10]1. The catalyst class is: 6. (4) Reactant: [Cl:1][C:2]1[N:7]=[CH:6][C:5]([C:8]([C:10]2[CH:15]=[CH:14][C:13]([O:16][CH3:17])=[CH:12][C:11]=2[OH:18])=[O:9])=[CH:4][CH:3]=1.Br[C:20]([CH3:29])([CH3:28])[C:21]([O:23][C:24]([CH3:27])([CH3:26])[CH3:25])=[O:22].C(=O)([O-])[O-].[K+].[K+].S([O-])([O-])(=O)=O.[Mg+2]. Product: [Cl:1][C:2]1[N:7]=[CH:6][C:5]([C:8]([C:10]2[CH:15]=[CH:14][C:13]([O:16][CH3:17])=[CH:12][C:11]=2[O:18][C:20]([CH3:29])([CH3:28])[C:21]([O:23][C:24]([CH3:27])([CH3:26])[CH3:25])=[O:22])=[O:9])=[CH:4][CH:3]=1. The catalyst class is: 35.